From a dataset of Full USPTO retrosynthesis dataset with 1.9M reactions from patents (1976-2016). Predict the reactants needed to synthesize the given product. (1) Given the product [N:1]1([CH2:5][C:6]2[N:10]([CH3:11])[N:9]=[C:8]([NH:12][C:14]3[C:15](=[O:22])[N:16]([CH3:21])[N:17]=[C:18]([Cl:20])[CH:19]=3)[CH:7]=2)[CH2:4][CH2:3][CH2:2]1, predict the reactants needed to synthesize it. The reactants are: [N:1]1([CH2:5][C:6]2[N:10]([CH3:11])[N:9]=[C:8]([NH2:12])[CH:7]=2)[CH2:4][CH2:3][CH2:2]1.Br[C:14]1[C:15](=[O:22])[N:16]([CH3:21])[N:17]=[C:18]([Cl:20])[CH:19]=1.C([O-])([O-])=O.[Cs+].[Cs+].C1(P(C2C=CC=CC=2)C2C3OC4C(=CC=CC=4P(C4C=CC=CC=4)C4C=CC=CC=4)C(C)(C)C=3C=CC=2)C=CC=CC=1. (2) Given the product [CH3:25][O:24][C:22](=[O:23])[C:21]1[CH:26]=[CH:27][C:18]([O:8][CH2:7][C:6]2[N:2]([CH3:1])[N:3]=[N:4][C:5]=2[C:9]2[CH:14]=[CH:13][CH:12]=[CH:11][CH:10]=2)=[N:19][CH:20]=1, predict the reactants needed to synthesize it. The reactants are: [CH3:1][N:2]1[C:6]([CH2:7][OH:8])=[C:5]([C:9]2[CH:14]=[CH:13][CH:12]=[CH:11][CH:10]=2)[N:4]=[N:3]1.[H-].[Na+].Cl[C:18]1[CH:27]=[CH:26][C:21]([C:22]([O:24][CH3:25])=[O:23])=[CH:20][N:19]=1.O. (3) Given the product [Cl:1][C:2]1[CH:3]=[CH:4][C:5]([F:10])=[C:6]([CH:7]([OH:8])[CH2:11][CH3:12])[CH:9]=1, predict the reactants needed to synthesize it. The reactants are: [Cl:1][C:2]1[CH:3]=[CH:4][C:5]([F:10])=[C:6]([CH:9]=1)[CH:7]=[O:8].[CH2:11]([Mg]Br)[CH3:12]. (4) The reactants are: [Cl:1][C:2]1[CH:7]=[C:6]([Cl:8])[CH:5]=[CH:4][C:3]=1[OH:9].[H-].[Na+].Cl[CH2:13][S:14][CH3:15]. Given the product [Cl:1][C:2]1[CH:7]=[C:6]([Cl:8])[CH:5]=[CH:4][C:3]=1[O:9][CH2:13][S:14][CH3:15], predict the reactants needed to synthesize it. (5) Given the product [Cl:13][C:14]1[S:18][C:17]([CH2:19][N:20]=[C:2]=[O:4])=[CH:16][CH:15]=1, predict the reactants needed to synthesize it. The reactants are: Cl[C:2](Cl)([O:4]C(=O)OC(Cl)(Cl)Cl)Cl.[Cl:13][C:14]1[S:18][C:17]([CH2:19][NH2:20])=[CH:16][CH:15]=1.CCN(C(C)C)C(C)C. (6) Given the product [CH2:1]([O:3][C:4]([C:6]1[N:7]([CH3:29])[CH:8]=[C:9]([C:25]#[N:26])[C:10]=1[C:11]1[CH:12]=[CH:13][C:14]([C:31]2[CH:32]=[CH:33][CH:34]=[C:35]3[C:39]=2[NH:38][CH:37]=[CH:36]3)=[CH:15][CH:16]=1)=[O:5])[CH3:2], predict the reactants needed to synthesize it. The reactants are: [CH2:1]([O:3][C:4]([C:6]1[N:7]([CH3:29])[C:8](CC)=[C:9]([C:25]#[N:26])[C:10]=1[C:11]1[CH:16]=[CH:15][C:14](OS(C(F)(F)F)(=O)=O)=[CH:13][CH:12]=1)=[O:5])[CH3:2].Br[C:31]1[CH:32]=[CH:33][CH:34]=[C:35]2[C:39]=1[NH:38][CH:37]=[CH:36]2.